This data is from Peptide-MHC class I binding affinity with 185,985 pairs from IEDB/IMGT. The task is: Regression. Given a peptide amino acid sequence and an MHC pseudo amino acid sequence, predict their binding affinity value. This is MHC class I binding data. (1) The peptide sequence is YYFQSGNEI. The MHC is HLA-C04:01 with pseudo-sequence HLA-C04:01. The binding affinity (normalized) is 0.0847. (2) The peptide sequence is FTYASALWEI. The MHC is HLA-A02:02 with pseudo-sequence HLA-A02:02. The binding affinity (normalized) is 0.956. (3) The peptide sequence is DLYTSMRLL. The MHC is H-2-Kb with pseudo-sequence H-2-Kb. The binding affinity (normalized) is 0.353. (4) The peptide sequence is KEVNARIEPF. The MHC is HLA-B44:02 with pseudo-sequence HLA-B44:02. The binding affinity (normalized) is 0.529. (5) The MHC is HLA-B58:01 with pseudo-sequence HLA-B58:01. The peptide sequence is VTSPYTVEW. The binding affinity (normalized) is 0.970. (6) The peptide sequence is LLLITHYAI. The MHC is HLA-A32:01 with pseudo-sequence HLA-A32:01. The binding affinity (normalized) is 0.528. (7) The peptide sequence is EIYVAWVP. The MHC is Mamu-B03 with pseudo-sequence Mamu-B03. The binding affinity (normalized) is 0. (8) The peptide sequence is WVIDTLNGI. The MHC is HLA-B46:01 with pseudo-sequence HLA-B46:01. The binding affinity (normalized) is 0.0847. (9) The peptide sequence is FRQCTGRPK. The MHC is HLA-B27:05 with pseudo-sequence HLA-B27:05. The binding affinity (normalized) is 0.361. (10) The peptide sequence is GLLPLLLLLG. The MHC is HLA-A02:03 with pseudo-sequence HLA-A02:03. The binding affinity (normalized) is 0.566.